This data is from Full USPTO retrosynthesis dataset with 1.9M reactions from patents (1976-2016). The task is: Predict the reactants needed to synthesize the given product. (1) Given the product [C:23]([N:31]1[CH2:32][CH2:33][N:34]([C:37]2[CH:38]=[CH:39][C:40]([OH:43])=[CH:41][CH:42]=2)[CH2:35][CH2:36]1)(=[O:30])[C:24]1[CH:25]=[CH:26][CH:27]=[CH:28][CH:29]=1, predict the reactants needed to synthesize it. The reactants are: COC1C=CC(N2CCN(CCC3C=CC=CC=3)CC2)=CC=1.[C:23]([N:31]1[CH2:36][CH2:35][N:34]([C:37]2[CH:42]=[CH:41][C:40]([O:43]C)=[CH:39][CH:38]=2)[CH2:33][CH2:32]1)(=[O:30])[C:24]1[CH:29]=[CH:28][CH:27]=[CH:26][CH:25]=1. (2) Given the product [CH:8]1([NH:7][C:5](=[O:6])[C:4]2[CH:13]=[C:14]([NH:16][C:20](=[O:21])[CH2:19][CH:18]([CH3:23])[CH3:17])[CH:15]=[C:2]([NH:1][C:29](=[O:30])[CH2:28][CH:27]([CH3:34])[CH3:26])[CH:3]=2)[CH2:9][CH2:10][CH2:11][CH2:12]1, predict the reactants needed to synthesize it. The reactants are: [NH2:1][C:2]1[CH:3]=[C:4]([CH:13]=[C:14]([NH2:16])[CH:15]=1)[C:5]([NH:7][CH:8]1[CH2:12][CH2:11][CH2:10][CH2:9]1)=[O:6].[CH3:17][CH:18]([CH3:23])[CH2:19][C:20](Cl)=[O:21].CN1[C:29](=[O:30])[CH2:28][CH2:27][CH2:26]1.[Li+].[Cl-].N1C=CC=C[CH:34]=1. (3) Given the product [Br:1][C:2]1[N:3]=[CH:4][N:5]([CH2:7][C:8]2[CH:18]=[CH:17][C:11]3[N:12]=[C:13]([S:15]([CH3:16])=[O:24])[S:14][C:10]=3[CH:9]=2)[CH:6]=1, predict the reactants needed to synthesize it. The reactants are: [Br:1][C:2]1[N:3]=[CH:4][N:5]([CH2:7][C:8]2[CH:18]=[CH:17][C:11]3[N:12]=[C:13]([S:15][CH3:16])[S:14][C:10]=3[CH:9]=2)[CH:6]=1.ClC1C=C(C=CC=1)C(OO)=[O:24].C([O-])(O)=O.[Na+]. (4) Given the product [F:55][C:35]([F:34])([F:54])[C:36]1([C:39]2[O:43][N:42]=[C:41]([NH:44][C:45]([NH:33][C:30]3[N:29]=[CH:28][C:27]([C:24]4[CH:25]=[N:26][C:21]([NH:20][C:1]([C:14]5[CH:19]=[CH:18][CH:17]=[CH:16][CH:15]=5)([C:2]5[CH:3]=[CH:4][CH:5]=[CH:6][CH:7]=5)[C:8]5[CH:9]=[CH:10][CH:11]=[CH:12][CH:13]=5)=[CH:22][CH:23]=4)=[CH:32][CH:31]=3)=[O:46])[CH:40]=2)[CH2:38][CH2:37]1, predict the reactants needed to synthesize it. The reactants are: [C:1]([NH:20][C:21]1[N:26]=[CH:25][C:24]([C:27]2[CH:28]=[N:29][C:30]([NH2:33])=[CH:31][CH:32]=2)=[CH:23][CH:22]=1)([C:14]1[CH:19]=[CH:18][CH:17]=[CH:16][CH:15]=1)([C:8]1[CH:13]=[CH:12][CH:11]=[CH:10][CH:9]=1)[C:2]1[CH:7]=[CH:6][CH:5]=[CH:4][CH:3]=1.[F:34][C:35]([F:55])([F:54])[C:36]1([C:39]2[O:43][N:42]=[C:41]([NH:44][C:45](=O)[O:46]C3C=CC=CC=3)[CH:40]=2)[CH2:38][CH2:37]1.C(N(CC)CC)C. (5) Given the product [CH2:6]([N:8]1[C:17]2[C:12](=[CH:13][C:14]([O:28][CH2:29][C:30]3[CH:31]=[CH:32][C:33]([O:36][CH3:37])=[CH:34][CH:35]=3)=[C:15]([O:18][CH2:19][C:20]3[CH:21]=[CH:22][C:23]([O:26][CH3:27])=[CH:24][CH:25]=3)[CH:16]=2)[C:11](=[O:38])[C:10]([CH2:39][N:1]2[CH2:5][CH2:4][CH2:3][CH2:2]2)=[N:9]1)[CH3:7], predict the reactants needed to synthesize it. The reactants are: [NH:1]1[CH2:5][CH2:4][CH2:3][CH2:2]1.[CH2:6]([N:8]1[C:17]2[C:12](=[CH:13][C:14]([O:28][CH2:29][C:30]3[CH:35]=[CH:34][C:33]([O:36][CH3:37])=[CH:32][CH:31]=3)=[C:15]([O:18][CH2:19][C:20]3[CH:25]=[CH:24][C:23]([O:26][CH3:27])=[CH:22][CH:21]=3)[CH:16]=2)[C:11](=[O:38])[C:10]([CH:39]=O)=[N:9]1)[CH3:7].C(O[BH-](OC(=O)C)OC(=O)C)(=O)C.[Na+].